This data is from Forward reaction prediction with 1.9M reactions from USPTO patents (1976-2016). The task is: Predict the product of the given reaction. (1) Given the reactants P(Br)(Br)[Br:2].[F:5][C:6]([F:25])([F:24])[O:7][C:8]1[CH:13]=[CH:12][C:11]([C:14]2[CH:19]=[CH:18][C:17](/[CH:20]=[CH:21]/[CH2:22]O)=[CH:16][CH:15]=2)=[CH:10][CH:9]=1, predict the reaction product. The product is: [Br:2][CH2:22]/[CH:21]=[CH:20]/[C:17]1[CH:18]=[CH:19][C:14]([C:11]2[CH:12]=[CH:13][C:8]([O:7][C:6]([F:25])([F:24])[F:5])=[CH:9][CH:10]=2)=[CH:15][CH:16]=1. (2) Given the reactants C([O-])=O.[NH4+:4].[Br:5][C:6]1[CH:19]=[CH:18][C:9]([C:10]([C:12]2[CH:17]=[CH:16][CH:15]=[CH:14][CH:13]=2)=O)=[CH:8][CH:7]=1, predict the reaction product. The product is: [Br:5][C:6]1[CH:19]=[CH:18][C:9]([CH:10]([C:12]2[CH:17]=[CH:16][CH:15]=[CH:14][CH:13]=2)[NH2:4])=[CH:8][CH:7]=1. (3) The product is: [CH3:48][O:49][C:50](=[O:53])[CH2:51][NH:52][C:29]([C:23]1[C:22]2[CH2:21][CH2:20][N:19]([C:15]3[CH:16]=[CH:17][CH:18]=[C:13]([C:11]([NH:10][C:6]4[CH:7]=[CH:8][CH:9]=[C:4]([CH:1]([CH3:3])[CH3:2])[CH:5]=4)=[O:12])[CH:14]=3)[CH2:28][C:27]=2[CH:26]=[N:25][CH:24]=1)=[O:30]. Given the reactants [CH:1]([C:4]1[CH:5]=[C:6]([NH:10][C:11]([C:13]2[CH:14]=[C:15]([N:19]3[CH2:28][C:27]4[CH:26]=[N:25][CH:24]=[C:23]([C:29](O)=[O:30])[C:22]=4[CH2:21][CH2:20]3)[CH:16]=[CH:17][CH:18]=2)=[O:12])[CH:7]=[CH:8][CH:9]=1)([CH3:3])[CH3:2].C(N(CC)C(C)C)(C)C.CCCP(=O)=O.Cl.[CH3:48][O:49][C:50](=[O:53])[CH2:51][NH2:52], predict the reaction product.